Dataset: Reaction yield outcomes from USPTO patents with 853,638 reactions. Task: Predict the reaction yield, written as a fraction of the theoretical maximum amount of product (1.0 means a 100% yield; for example, 0.34 means a 34% yield). (1) The reactants are C[N:2](C)/[CH:3]=[CH:4]/[C:5]([C:7]1[C:12](=[O:13])[CH:11]=[CH:10][N:9]([C:14]2[CH:19]=[CH:18][CH:17]=[CH:16][CH:15]=2)[N:8]=1)=O.[Cl:21][C:22]1[CH:27]=[CH:26][C:25]([Cl:28])=[CH:24][C:23]=1[NH:29]N. No catalyst specified. The product is [Cl:21][C:22]1[CH:27]=[CH:26][C:25]([Cl:28])=[CH:24][C:23]=1[N:29]1[C:5]([C:7]2[C:12](=[O:13])[CH:11]=[CH:10][N:9]([C:14]3[CH:19]=[CH:18][CH:17]=[CH:16][CH:15]=3)[N:8]=2)=[CH:4][CH:3]=[N:2]1. The yield is 0.230. (2) The reactants are [NH2:1][C:2]1[CH:3]=[N:4][CH:5]=[CH:6][CH:7]=1.[C:8]1([CH:14]([C:20]2[CH:25]=[CH:24][CH:23]=[CH:22][CH:21]=2)[CH2:15][CH2:16][C:17](Cl)=[O:18])[CH:13]=[CH:12][CH:11]=[CH:10][CH:9]=1.C(N(CC)CC)C. The catalyst is ClCCl. The product is [C:20]1([CH:14]([C:8]2[CH:9]=[CH:10][CH:11]=[CH:12][CH:13]=2)[CH2:15][CH2:16][C:17]([NH:1][C:2]2[CH:3]=[N:4][CH:5]=[CH:6][CH:7]=2)=[O:18])[CH:21]=[CH:22][CH:23]=[CH:24][CH:25]=1. The yield is 0.553. (3) The reactants are C(=[N:14][N:15]=[CH:16][C:17]1[S:18][C:19]([CH2:23][O:24][CH2:25][C:26]2[CH:31]=[CH:30][CH:29]=[CH:28][CH:27]=2)=[CH:20][C:21]=1Br)(C1C=CC=CC=1)C1C=CC=CC=1.C(=O)([O-])[O-].[Cs+].[Cs+]. The catalyst is C1(C)C=CC=CC=1.C1(P[C-]2C=CC=C2)C=CC=CC=1.[C-]1(PC2C=CC=CC=2)C=CC=C1.[Fe+2].C([O-])(=O)C.[Pd+2].C([O-])(=O)C. The product is [CH2:25]([O:24][CH2:23][C:19]1[S:18][C:17]2[CH:16]=[N:15][NH:14][C:21]=2[CH:20]=1)[C:26]1[CH:31]=[CH:30][CH:29]=[CH:28][CH:27]=1. The yield is 0.370. (4) The reactants are [NH2:1][C:2]1[CH:3]=[CH:4][CH:5]=[C:6]2[C:10]=1[NH:9][C:8]([C:11]([O:13][CH2:14][CH3:15])=[O:12])=[CH:7]2.[CH3:16][N:17]1[CH:21]=[CH:20][N:19]=[C:18]1[S:22](Cl)(=[O:24])=[O:23].N1C=CC=C[CH:27]=1. No catalyst specified. The product is [CH3:27][N:1]([S:22]([C:18]1[N:17]([CH3:16])[CH:21]=[CH:20][N:19]=1)(=[O:24])=[O:23])[C:2]1[CH:3]=[CH:4][CH:5]=[C:6]2[C:10]=1[NH:9][C:8]([C:11]([O:13][CH2:14][CH3:15])=[O:12])=[CH:7]2. The yield is 0.590.